Dataset: Forward reaction prediction with 1.9M reactions from USPTO patents (1976-2016). Task: Predict the product of the given reaction. (1) Given the reactants [CH3:1][C:2]1([CH3:38])[O:6][CH:5]([CH2:7][O:8][CH2:9][CH2:10][C:11]2[C:16]([CH:17]([C:19]3[CH:24]=[CH:23][C:22]([O:25][CH3:26])=[C:21]([F:27])[CH:20]=3)[OH:18])=[C:15]([O:28][CH2:29][O:30][CH3:31])[CH:14]=[C:13]([O:32][CH2:33][O:34][CH3:35])[C:12]=2[CH2:36][CH3:37])[CH2:4][O:3]1.[Cr](O[Cr]([O-])(=O)=O)([O-])(=O)=O.[NH+]1C=CC=CC=1.[NH+]1C=CC=CC=1, predict the reaction product. The product is: [F:27][C:21]1[CH:20]=[C:19]([C:17]([C:16]2[C:11]([CH2:10][CH2:9][O:8][CH2:7][CH:5]3[CH2:4][O:3][C:2]([CH3:1])([CH3:38])[O:6]3)=[C:12]([CH2:36][CH3:37])[C:13]([O:32][CH2:33][O:34][CH3:35])=[CH:14][C:15]=2[O:28][CH2:29][O:30][CH3:31])=[O:18])[CH:24]=[CH:23][C:22]=1[O:25][CH3:26]. (2) Given the reactants [Cl:1][C:2]1[CH:34]=[CH:33][C:5]([CH2:6][O:7][C:8](=[O:32])[N:9]([CH2:30][CH3:31])[CH2:10][C:11]2[CH:16]=[C:15]([C:17]([F:20])([F:19])[F:18])[CH:14]=[CH:13][C:12]=2B2OC(C)(C)C(C)(C)O2)=[CH:4][CH:3]=1.[CH3:35][O:36][C:37](=[O:47])[CH2:38][C:39]1[CH:44]=[C:43]([Cl:45])[CH:42]=[C:41](Br)[CH:40]=1, predict the reaction product. The product is: [CH3:35][O:36][C:37](=[O:47])[CH2:38][C:39]1[CH:40]=[C:41]([C:12]2[CH:13]=[CH:14][C:15]([C:17]([F:18])([F:20])[F:19])=[CH:16][C:11]=2[CH2:10][N:9]([C:8]([O:7][CH2:6][C:5]2[CH:4]=[CH:3][C:2]([Cl:1])=[CH:34][CH:33]=2)=[O:32])[CH2:30][CH3:31])[CH:42]=[C:43]([Cl:45])[CH:44]=1.